This data is from Catalyst prediction with 721,799 reactions and 888 catalyst types from USPTO. The task is: Predict which catalyst facilitates the given reaction. Reactant: [C:1](#[N:3])[CH3:2].[C:4](OC)(=[O:13])[C:5]1[CH:10]=[CH:9][C:8](OC)=[CH:7][CH:6]=1.O.Cl. Product: [C:4]([CH2:2][C:1]#[N:3])(=[O:13])[C:5]1[CH:10]=[CH:9][CH:8]=[CH:7][CH:6]=1. The catalyst class is: 16.